Dataset: Full USPTO retrosynthesis dataset with 1.9M reactions from patents (1976-2016). Task: Predict the reactants needed to synthesize the given product. (1) Given the product [Cl:60][C:61]1[CH:66]=[CH:65][CH:64]=[CH:63][C:62]=1[NH:67][CH:68]1[CH2:73][CH2:72][N:71]([C:24](=[O:26])[CH2:23][NH:22][C:20]([C:17]2[CH:16]=[C:15]([C:10]3[CH:11]=[CH:12][CH:13]=[CH:14][C:9]=3[O:8][CH2:1][C:2]3[CH:3]=[CH:4][CH:5]=[CH:6][CH:7]=3)[NH:19][N:18]=2)=[O:21])[CH2:70][CH2:69]1, predict the reactants needed to synthesize it. The reactants are: [CH2:1]([O:8][C:9]1[CH:14]=[CH:13][CH:12]=[CH:11][C:10]=1[C:15]1[NH:19][N:18]=[C:17]([C:20]([NH:22][CH2:23][C:24]([OH:26])=O)=[O:21])[CH:16]=1)[C:2]1[CH:7]=[CH:6][CH:5]=[CH:4][CH:3]=1.CCN(C(C)C)C(C)C.C1C=CC2N(O)N=NC=2C=1.CCN=C=NCCCN(C)C.Cl.Cl.Cl.[Cl:60][C:61]1[CH:66]=[CH:65][CH:64]=[CH:63][C:62]=1[NH:67][CH:68]1[CH2:73][CH2:72][NH:71][CH2:70][CH2:69]1. (2) The reactants are: [NH2:1][C:2]1[N:11]2[N:12]=[C:13]([CH2:15][C:16]([OH:18])=O)[N:14]=[C:10]2[C:9]2[CH:8]=[CH:7][CH:6]=[C:5]([O:19][CH3:20])[C:4]=2[N:3]=1.Cl.Cl.[N:23]1[CH:28]=[CH:27][CH:26]=[C:25]2[CH2:29][NH:30][CH2:31][C:24]=12.CCN(C(C)C)C(C)C.CCCP1(OP(CCC)(=O)OP(CCC)(=O)O1)=O. Given the product [NH2:1][C:2]1[N:11]2[N:12]=[C:13]([CH2:15][C:16]([N:30]3[CH2:29][C:25]4[C:24](=[N:23][CH:28]=[CH:27][CH:26]=4)[CH2:31]3)=[O:18])[N:14]=[C:10]2[C:9]2[CH:8]=[CH:7][CH:6]=[C:5]([O:19][CH3:20])[C:4]=2[N:3]=1, predict the reactants needed to synthesize it.